Dataset: Peptide-MHC class I binding affinity with 185,985 pairs from IEDB/IMGT. Task: Regression. Given a peptide amino acid sequence and an MHC pseudo amino acid sequence, predict their binding affinity value. This is MHC class I binding data. The peptide sequence is IVCSKTVKNV. The MHC is HLA-A02:01 with pseudo-sequence HLA-A02:01. The binding affinity (normalized) is 0.329.